Dataset: Forward reaction prediction with 1.9M reactions from USPTO patents (1976-2016). Task: Predict the product of the given reaction. (1) Given the reactants [CH3:1][C:2]1([CH3:11])[O:6][C@H:5]2[CH2:7][S:8][C:9](=[O:10])[C@H:4]2[O:3]1.[Cl-].[NH4+], predict the reaction product. The product is: [CH2:7]([C:9]1([OH:10])[C@@H:4]2[C@@H:5]([O:6][C:2]([CH3:11])([CH3:1])[O:3]2)[CH2:7][S:8]1)[CH2:5][CH:4]=[CH2:9]. (2) Given the reactants [C:1]([C:5]1[CH:12]=[CH:11][C:8]([C:9]#[N:10])=[C:7]([OH:13])[CH:6]=1)([CH3:4])([CH3:3])[CH3:2].C(N(CC)CC)C.[F:21][C:22]([F:35])([F:34])[S:23](O[S:23]([C:22]([F:35])([F:34])[F:21])(=[O:25])=[O:24])(=[O:25])=[O:24], predict the reaction product. The product is: [C:1]([C:5]1[CH:12]=[CH:11][C:8]([C:9]#[N:10])=[C:7]([O:13][S:23]([C:22]([F:35])([F:34])[F:21])(=[O:25])=[O:24])[CH:6]=1)([CH3:4])([CH3:2])[CH3:3]. (3) Given the reactants [C:9](O[C:9]([O:11][C:12]([CH3:15])([CH3:14])[CH3:13])=[O:10])([O:11][C:12]([CH3:15])([CH3:14])[CH3:13])=[O:10].[H-].[Na+].[Br:18][C:19]1[CH:27]=[CH:26][CH:25]=[C:24]2[C:20]=1[CH:21]=[CH:22][NH:23]2, predict the reaction product. The product is: [C:12]([O:11][C:9]([N:23]1[C:24]2[C:20](=[C:19]([Br:18])[CH:27]=[CH:26][CH:25]=2)[CH:21]=[CH:22]1)=[O:10])([CH3:13])([CH3:14])[CH3:15]. (4) Given the reactants Cl[CH2:2][C:3]1[N:4]=[CH:5][N:6](C(C2C=CC=CC=2)(C2C=CC=CC=2)C2C=CC=CC=2)[C:7]=1[CH3:8].[Cl:28][C:29]1[CH:34]=[CH:33][C:32]([SH:35])=[CH:31][CH:30]=1, predict the reaction product. The product is: [Cl:28][C:29]1[CH:34]=[CH:33][C:32]([S:35][CH2:2][C:3]2[N:4]=[CH:5][NH:6][C:7]=2[CH3:8])=[CH:31][CH:30]=1. (5) Given the reactants [C:1]([O:5][C:6]([NH:8][CH:9]1[C:27](=[O:28])[N:26]2[CH:22]([CH2:23][CH:24]([O:29][C:30]3[C:39]4[C:34](=[CH:35][CH:36]=[CH:37][CH:38]=4)[CH:33]=[CH:32][N:31]=3)[CH2:25]2)[C:21](=[O:40])[NH:20][C:19]2([C:41](O)=[O:42])[CH:17]([CH2:18]2)[CH:16]=[CH:15][CH2:14][CH2:13][CH2:12][CH2:11][CH2:10]1)=[O:7])([CH3:4])([CH3:3])[CH3:2].[CH:44]1([S:47]([NH2:50])(=[O:49])=[O:48])[CH2:46][CH2:45]1, predict the reaction product. The product is: [C:1]([O:5][C:6](=[O:7])[NH:8][CH:9]1[C:27](=[O:28])[N:26]2[CH:22]([CH2:23][CH:24]([O:29][C:30]3[C:39]4[C:34](=[CH:35][CH:36]=[CH:37][CH:38]=4)[CH:33]=[CH:32][N:31]=3)[CH2:25]2)[C:21](=[O:40])[NH:20][C:19]2([C:41]([NH:50][S:47]([CH:44]3[CH2:46][CH2:45]3)(=[O:49])=[O:48])=[O:42])[CH:17]([CH2:18]2)[CH:16]=[CH:15][CH2:14][CH2:13][CH2:12][CH2:11][CH2:10]1)([CH3:2])([CH3:3])[CH3:4]. (6) Given the reactants [OH:1][C@H:2]([C@H:17]1[O:22][CH2:21][CH2:20][N:19]([C:23]2[CH:28]=[CH:27][C:26]([CH3:29])=[CH:25][CH:24]=2)[C:18]1=[O:30])[C:3]1[NH:8][C:7]2[CH:9]=[CH:10][C:11]([C:13]#[N:14])=[CH:12][C:6]=2[S:5](=[O:16])(=[O:15])[N:4]=1.[C:31](Cl)(=[O:33])[CH3:32], predict the reaction product. The product is: [OH:1][C@H:2]([C@H:17]1[O:22][CH2:21][CH2:20][N:19]([C:23]2[CH:28]=[CH:27][C:26]([CH3:29])=[CH:25][CH:24]=2)[C:18]1=[O:30])[C:3]1[NH:8][C:7]2[CH:9]=[CH:10][C:11]([C:13](=[NH:14])[O:33][CH2:31][CH3:32])=[CH:12][C:6]=2[S:5](=[O:15])(=[O:16])[N:4]=1. (7) The product is: [F:43][C:44]1[CH:49]=[C:48]([F:50])[CH:47]=[CH:46][C:45]=1[C:51]1[N:52]=[C:53]2[N:57]([C:58]=1[C:2]1[CH:3]=[CH:4][C:5]3[O:9][N:8]=[C:7]([CH:10]([CH3:12])[CH3:11])[C:6]=3[CH:13]=1)[CH:56]=[CH:55][O:54]2. Given the reactants Br[C:2]1[CH:3]=[CH:4][C:5]2[O:9][N:8]=[C:7]([CH:10]([CH3:12])[CH3:11])[C:6]=2[CH:13]=1.B1(B2OC(C)(C)C(C)(C)O2)OC(C)(C)C(C)(C)O1.C([O-])(=O)C.[K+].C(=O)([O-])[O-].[Cs+].[Cs+].[F:43][C:44]1[CH:49]=[C:48]([F:50])[CH:47]=[CH:46][C:45]=1[C:51]1[N:52]=[C:53]2[N:57]([C:58]=1I)[CH:56]=[CH:55][O:54]2, predict the reaction product.